From a dataset of Reaction yield outcomes from USPTO patents with 853,638 reactions. Predict the reaction yield, written as a fraction of the theoretical maximum amount of product (1.0 means a 100% yield; for example, 0.34 means a 34% yield). The reactants are [C:1]([O:5][C:6](=[O:33])[C:7]1[CH:12]=[CH:11][C:10]([CH2:13][CH2:14][CH2:15][CH2:16][CH2:17][CH2:18][CH2:19][CH2:20][CH2:21][CH2:22][C:23]([O:25]N2C(=O)CCC2=O)=O)=[CH:9][CH:8]=1)([CH3:4])([CH3:3])[CH3:2].[NH2:34][CH2:35][CH2:36][CH2:37][C:38]([OH:40])=[O:39]. The catalyst is CN(C=O)C. The product is [C:1]([O:5][C:6](=[O:33])[C:7]1[CH:8]=[CH:9][C:10]([CH2:13][CH2:14][CH2:15][CH2:16][CH2:17][CH2:18][CH2:19][CH2:20][CH2:21][CH2:22][C:23](=[O:25])[NH:34][CH2:35][CH2:36][CH2:37][C:38]([OH:40])=[O:39])=[CH:11][CH:12]=1)([CH3:2])([CH3:3])[CH3:4]. The yield is 0.760.